From a dataset of Reaction yield outcomes from USPTO patents with 853,638 reactions. Predict the reaction yield, written as a fraction of the theoretical maximum amount of product (1.0 means a 100% yield; for example, 0.34 means a 34% yield). The reactants are [CH:1]1[C:10]2[C:5](=[CH:6][CH:7]=[CH:8][CH:9]=2)[CH:4]=[CH:3][C:2]=1[C:11]1[C:24]2[C:25]3=[C:26]4[C:21](=[CH:22][CH:23]=2)[CH:20]=[CH:19][C:18]([C:27]2[CH:36]=[CH:35][C:34]5[C:29](=[CH:30][CH:31]=[CH:32][CH:33]=5)[CH:28]=2)=[C:17]4[CH:16]=[CH:15][C:14]3=[CH:13][CH:12]=1.C1C(=O)N([Br:44])C(=O)C1.O.CCCCCC.C1(C)C=CC=CC=1. The catalyst is CN(C=O)C. The product is [Br:44][C:20]1[CH:19]=[C:18]([C:27]2[CH:36]=[CH:35][C:34]3[C:29](=[CH:30][CH:31]=[CH:32][CH:33]=3)[CH:28]=2)[C:17]2[C:26]3=[C:25]4[C:14]([CH:13]=[CH:12][C:11]([C:2]5[CH:3]=[CH:4][C:5]6[C:10](=[CH:9][CH:8]=[CH:7][CH:6]=6)[CH:1]=5)=[C:24]4[CH:23]=[CH:22][C:21]=13)=[CH:15][CH:16]=2. The yield is 0.900.